This data is from Forward reaction prediction with 1.9M reactions from USPTO patents (1976-2016). The task is: Predict the product of the given reaction. (1) Given the reactants Br[CH2:2][C:3]1[CH:7]=[C:6]([C:8]2[CH:13]=[CH:12][C:11]([C:14]([F:17])([F:16])[F:15])=[CH:10][CH:9]=2)[S:5][C:4]=1[C:18](OCC)=[O:19].[C:23]1([OH:29])[CH:28]=[CH:27][CH:26]=[CH:25][CH:24]=1, predict the reaction product. The product is: [O:29]([CH2:2][C:3]1[CH:7]=[C:6]([C:8]2[CH:9]=[CH:10][C:11]([C:14]([F:16])([F:15])[F:17])=[CH:12][CH:13]=2)[S:5][C:4]=1[CH2:18][OH:19])[C:23]1[CH:28]=[CH:27][CH:26]=[CH:25][CH:24]=1. (2) Given the reactants C([Si]([S:11][Si:12]([CH:19]([CH3:21])[CH3:20])([CH:16]([CH3:18])[CH3:17])[CH:13]([CH3:15])[CH3:14])(C(C)C)C(C)C)(C)C.[H-].[Na+].[C:24]([C:26]1([CH2:49][CH:50]2[CH2:52][CH2:51]2)[CH2:31][CH2:30][C:29](OS(C(F)(F)C(F)(F)C(F)(F)C(F)(F)F)(=O)=O)=[CH:28][CH2:27]1)#[N:25], predict the reaction product. The product is: [CH:50]1([CH2:49][C:26]2([C:24]#[N:25])[CH2:31][CH2:30][C:29]([S:11][Si:12]([CH:13]([CH3:14])[CH3:15])([CH:16]([CH3:17])[CH3:18])[CH:19]([CH3:20])[CH3:21])=[CH:28][CH2:27]2)[CH2:52][CH2:51]1. (3) The product is: [OH:14][N:13]1[C:10]2[C:9]3[CH:15]=[CH:16][N:17]=[CH:18][C:8]=3[NH:7][C:6]3[N:1]=[CH:2][CH:3]=[CH:4][C:5]=3[C:11]=2[N:39]=[C:32]1[C:31]1[CH:30]=[CH:29][N:28]=[CH:27][C:26]=1[NH:25][C:24](=[O:34])[O:23][C:19]([CH3:22])([CH3:21])[CH3:20]. Given the reactants [N:1]1[C:6]2[NH:7][C:8]3[CH:18]=[N:17][CH:16]=[CH:15][C:9]=3/[C:10](=[N:13]/[OH:14])/[C:11](=O)[C:5]=2[CH:4]=[CH:3][CH:2]=1.[C:19]([O:23][C:24](=[O:34])[NH:25][C:26]1[CH:27]=[N:28][CH:29]=[CH:30][C:31]=1[CH:32]=O)([CH3:22])([CH3:21])[CH3:20].C([O-])(=O)C.[NH4+:39].C(O)(=O)C, predict the reaction product. (4) Given the reactants CN1CCN([C:7]2[CH:12]=[CH:11][CH:10]=[C:9]([N:13]3[N:17]=[N:16][C:15]([C:18]4[CH:23]=[CH:22][CH:21]=[CH:20][N:19]=4)=[N:14]3)[CH:8]=2)C1=O.[I:25]C1C=C(C=CC=1)N.N1C=CC=CC=1C=O, predict the reaction product. The product is: [I:25][C:7]1[CH:8]=[C:9]([N:13]2[N:17]=[N:16][C:15]([C:18]3[CH:23]=[CH:22][CH:21]=[CH:20][N:19]=3)=[N:14]2)[CH:10]=[CH:11][CH:12]=1. (5) Given the reactants [Br:1][C:2]1[CH:10]=[CH:9][C:5]([C:6](O)=[O:7])=[CH:4][CH:3]=1.O.[NH2:12][NH2:13], predict the reaction product. The product is: [Br:1][C:2]1[CH:10]=[CH:9][C:5]([C:6]([NH:12][NH2:13])=[O:7])=[CH:4][CH:3]=1. (6) Given the reactants CC(O[C:6]([NH:8][C@H:9]([C:20]([OH:22])=[O:21])[CH2:10][C:11]1[CH:16]=[CH:15][C:14]([C:17]([NH2:19])=[O:18])=[CH:13][CH:12]=1)=[O:7])(C)C.[CH2:23](Cl)CCl.C1C=CC2N(O)N=NC=2C=1.[Cl:37][C:38]1[CH:46]=[CH:45][CH:44]=[C:43]([Cl:47])[C:39]=1C(O)=O.CN(C(ON1N=NC2C=CC(=CC1=2)Cl)=[N+](C)C)C.F[P-](F)(F)(F)(F)F.CCN(C(C)C)C(C)C, predict the reaction product. The product is: [C:17]([C:14]1[CH:13]=[CH:12][C:11]([CH2:10][C@H:9]([NH:8][C:6](=[O:7])[C:39]2[C:38]([Cl:37])=[CH:46][CH:45]=[CH:44][C:43]=2[Cl:47])[C:20]([O:22][CH3:23])=[O:21])=[CH:16][CH:15]=1)(=[O:18])[NH2:19].